From a dataset of Forward reaction prediction with 1.9M reactions from USPTO patents (1976-2016). Predict the product of the given reaction. (1) Given the reactants N1C=CN=C1.C1(P(C2C=CC=CC=2)C2C=CC=CC=2)C=CC=CC=1.[F:25][C:26]([F:39])([F:38])[C:27]1[CH:28]=[C:29]([CH2:33][CH2:34][CH:35](O)[CH3:36])[CH:30]=[CH:31][CH:32]=1.[Br:40]Br, predict the reaction product. The product is: [Br:40][CH:35]([CH3:36])[CH2:34][CH2:33][C:29]1[CH:30]=[CH:31][CH:32]=[C:27]([C:26]([F:39])([F:38])[F:25])[CH:28]=1. (2) Given the reactants [CH3:1][O:2][CH2:3][N:4]1[C:12]2[C:7](=[CH:8][CH:9]=[CH:10][C:11]=2[N:13]([CH2:22][O:23][CH3:24])[S:14]([C:17]2[S:18][CH:19]=[CH:20][CH:21]=2)(=[O:16])=[O:15])[CH:6]=[C:5]1[C:25](O)=[O:26].[N:28]1(O)C2C=CC=CC=2N=N1.Cl.CN(C)CCCN=C=NCC.N.C(O)(=O)CC(CC(O)=O)(C(O)=O)O, predict the reaction product. The product is: [CH3:1][O:2][CH2:3][N:4]1[C:12]2[C:7](=[CH:8][CH:9]=[CH:10][C:11]=2[N:13]([CH2:22][O:23][CH3:24])[S:14]([C:17]2[S:18][CH:19]=[CH:20][CH:21]=2)(=[O:16])=[O:15])[CH:6]=[C:5]1[C:25]([NH2:28])=[O:26]. (3) Given the reactants [CH2:1]([O:3][C:4](=[O:17])[CH:5]=[CH:6][C:7]1[C:16]2[C:11](=[CH:12][CH:13]=[CH:14][CH:15]=2)[CH:10]=[CH:9][CH:8]=1)[CH3:2].S([CH2:28][N+:29]#[C-:30])(C1C=CC(C)=CC=1)(=O)=O.CC(C)([O-])C.[K+].O, predict the reaction product. The product is: [CH2:1]([O:3][C:4]([C:5]1[C:6]([C:7]2[C:16]3[C:11](=[CH:12][CH:13]=[CH:14][CH:15]=3)[CH:10]=[CH:9][CH:8]=2)=[CH:30][NH:29][CH:28]=1)=[O:17])[CH3:2]. (4) Given the reactants [CH3:1][O:2][C:3](=[O:14])[O:4][C:5]1[CH:10]=[CH:9][C:8]([CH3:11])=[C:7]([F:12])[C:6]=1[F:13].[N+:15]([O-])([OH:17])=[O:16], predict the reaction product. The product is: [CH3:1][O:2][C:3](=[O:14])[O:4][C:5]1[CH:10]=[C:9]([N+:15]([O-:17])=[O:16])[C:8]([CH3:11])=[C:7]([F:12])[C:6]=1[F:13]. (5) Given the reactants Br[C:2]1[CH:3]=[N:4][C:5]([N:8]([CH2:13][C:14]2[CH:19]=[CH:18][CH:17]=[CH:16][CH:15]=2)[S:9]([CH3:12])(=[O:11])=[O:10])=[N:6][CH:7]=1.[Cl:20][C:21]1[CH:22]=[CH:23][C:24]([OH:30])=[C:25](B(O)O)[CH:26]=1, predict the reaction product. The product is: [Cl:20][C:21]1[CH:26]=[CH:25][C:24]([OH:30])=[C:23]([C:2]2[CH:3]=[N:4][C:5]([N:8]([CH2:13][C:14]3[CH:19]=[CH:18][CH:17]=[CH:16][CH:15]=3)[S:9]([CH3:12])(=[O:11])=[O:10])=[N:6][CH:7]=2)[CH:22]=1.